Dataset: Full USPTO retrosynthesis dataset with 1.9M reactions from patents (1976-2016). Task: Predict the reactants needed to synthesize the given product. (1) Given the product [NH2:1][C:4]1[CH:5]=[CH:6][C:7]([N:10]2[CH2:11][CH2:12][N:13]([C:16]([C:18]3[CH:23]=[C:22]([OH:24])[C:21]([OH:25])=[C:20]([OH:26])[CH:19]=3)=[O:17])[CH2:14][CH2:15]2)=[CH:8][CH:9]=1, predict the reactants needed to synthesize it. The reactants are: [N+:1]([C:4]1[CH:9]=[CH:8][C:7]([N:10]2[CH2:15][CH2:14][N:13]([C:16]([C:18]3[CH:19]=[C:20]([OH:26])[C:21]([OH:25])=[C:22]([OH:24])[CH:23]=3)=[O:17])[CH2:12][CH2:11]2)=[CH:6][CH:5]=1)([O-])=O.CC(C1C=C(C=C(C(C)(C)C)C=1O)C(NCC1C=CC([N+]([O-])=O)=CC=1)=O)(C)C. (2) Given the product [ClH:2].[OH:3][C:4]([C:34]1[CH:35]=[CH:36][CH:37]=[CH:38][CH:39]=1)([C:28]1[CH:29]=[CH:30][CH:31]=[CH:32][CH:33]=1)[CH:5]1[CH2:10][CH2:9][N:8]([CH2:11][CH2:12][CH2:13][CH:14]([C:16]2[CH:21]=[CH:20][C:19]([C:22]([CH3:27])([CH3:26])[C:23]([OH:25])=[O:24])=[CH:18][CH:17]=2)[OH:15])[CH2:7][CH2:6]1, predict the reactants needed to synthesize it. The reactants are: O.[ClH:2].[OH:3][C:4]([C:34]1[CH:39]=[CH:38][CH:37]=[CH:36][CH:35]=1)([C:28]1[CH:33]=[CH:32][CH:31]=[CH:30][CH:29]=1)[CH:5]1[CH2:10][CH2:9][N:8]([CH2:11][CH2:12][CH2:13][CH:14]([C:16]2[CH:21]=[CH:20][C:19]([C:22]([CH3:27])([CH3:26])[C:23]([OH:25])=[O:24])=[CH:18][CH:17]=2)[OH:15])[CH2:7][CH2:6]1. (3) Given the product [F:21][C:2]([F:1])([F:20])[S:3]([O:6][C:7]1[CH2:12][CH2:11][N:10]([C:13]([O:15][CH2:16][C:19]2[CH:45]=[CH:46][CH:41]=[CH:42][CH:43]=2)=[O:14])[CH2:9][CH:8]=1)(=[O:4])=[O:5], predict the reactants needed to synthesize it. The reactants are: [F:1][C:2]([F:21])([F:20])[S:3]([O:6][C:7]1[CH2:12][CH2:11][N:10]([C:13]([O:15][C:16]([CH3:19])(C)C)=[O:14])[CH2:9][CH:8]=1)(=[O:5])=[O:4].FC(F)(F)C(O)=O.C(N(CC)CC)C.ClC(OC[C:41]1[CH:46]=[CH:45]C=[CH:43][CH:42]=1)=O. (4) Given the product [CH2:28]([O:27][C:25]([C:23]1[CH:24]=[N:20][N:21]([C:2]2[NH:11][C:10](=[O:12])[C:9]3[C:4](=[CH:5][C:6]([Cl:19])=[CH:7][CH:8]=3)[N:3]=2)[CH:22]=1)=[O:26])[CH3:29], predict the reactants needed to synthesize it. The reactants are: Cl[C:2]1[N:11]=[C:10]([O:12]COCCOC)[C:9]2[C:4](=[CH:5][C:6]([Cl:19])=[CH:7][CH:8]=2)[N:3]=1.[NH:20]1[CH:24]=[C:23]([C:25]([O:27][CH2:28][CH3:29])=[O:26])[CH:22]=[N:21]1.C([O-])([O-])=O.[Cs+].[Cs+].CN(C=O)C. (5) Given the product [CH3:14][C:15]1[CH:20]=[CH:19][C:18]([S:21]([O:6][CH2:5][CH2:4][CH2:3][S:2][CH3:1])(=[O:23])=[O:22])=[CH:17][CH:16]=1, predict the reactants needed to synthesize it. The reactants are: [CH3:1][S:2][CH2:3][CH2:4][CH2:5][OH:6].CCN(CC)CC.[CH3:14][C:15]1[CH:20]=[CH:19][C:18]([S:21](Cl)(=[O:23])=[O:22])=[CH:17][CH:16]=1.